Dataset: NCI-60 drug combinations with 297,098 pairs across 59 cell lines. Task: Regression. Given two drug SMILES strings and cell line genomic features, predict the synergy score measuring deviation from expected non-interaction effect. (1) Drug 1: C1CC(C1)(C(=O)O)C(=O)O.[NH2-].[NH2-].[Pt+2]. Drug 2: COCCOC1=C(C=C2C(=C1)C(=NC=N2)NC3=CC=CC(=C3)C#C)OCCOC.Cl. Cell line: MDA-MB-231. Synergy scores: CSS=5.38, Synergy_ZIP=-2.30, Synergy_Bliss=1.04, Synergy_Loewe=0.0567, Synergy_HSA=0.787. (2) Drug 1: C1=C(C(=O)NC(=O)N1)N(CCCl)CCCl. Drug 2: C1=NC2=C(N=C(N=C2N1C3C(C(C(O3)CO)O)O)F)N. Cell line: CCRF-CEM. Synergy scores: CSS=51.9, Synergy_ZIP=-6.67, Synergy_Bliss=-10.7, Synergy_Loewe=-13.2, Synergy_HSA=-8.49. (3) Drug 1: CC1=CC=C(C=C1)C2=CC(=NN2C3=CC=C(C=C3)S(=O)(=O)N)C(F)(F)F. Drug 2: CC1=C(C(=CC=C1)Cl)NC(=O)C2=CN=C(S2)NC3=CC(=NC(=N3)C)N4CCN(CC4)CCO. Cell line: EKVX. Synergy scores: CSS=1.76, Synergy_ZIP=0.652, Synergy_Bliss=6.74, Synergy_Loewe=1.37, Synergy_HSA=4.93. (4) Drug 1: CC1=C2C(C(=O)C3(C(CC4C(C3C(C(C2(C)C)(CC1OC(=O)C(C(C5=CC=CC=C5)NC(=O)OC(C)(C)C)O)O)OC(=O)C6=CC=CC=C6)(CO4)OC(=O)C)OC)C)OC. Drug 2: C(CCl)NC(=O)N(CCCl)N=O. Cell line: U251. Synergy scores: CSS=50.3, Synergy_ZIP=4.68, Synergy_Bliss=3.69, Synergy_Loewe=-13.8, Synergy_HSA=4.45. (5) Drug 1: C1CNP(=O)(OC1)N(CCCl)CCCl. Drug 2: C(CCl)NC(=O)N(CCCl)N=O. Cell line: NCI-H460. Synergy scores: CSS=2.85, Synergy_ZIP=1.54, Synergy_Bliss=3.31, Synergy_Loewe=1.60, Synergy_HSA=1.71. (6) Cell line: SF-295. Synergy scores: CSS=38.3, Synergy_ZIP=-2.41, Synergy_Bliss=-2.45, Synergy_Loewe=-1.31, Synergy_HSA=-1.07. Drug 2: CC1C(C(CC(O1)OC2CC(CC3=C2C(=C4C(=C3O)C(=O)C5=C(C4=O)C(=CC=C5)OC)O)(C(=O)CO)O)N)O.Cl. Drug 1: C#CCC(CC1=CN=C2C(=N1)C(=NC(=N2)N)N)C3=CC=C(C=C3)C(=O)NC(CCC(=O)O)C(=O)O. (7) Drug 1: CC1=C2C(C(=O)C3(C(CC4C(C3C(C(C2(C)C)(CC1OC(=O)C(C(C5=CC=CC=C5)NC(=O)OC(C)(C)C)O)O)OC(=O)C6=CC=CC=C6)(CO4)OC(=O)C)O)C)O. Drug 2: CC1=C(C(=CC=C1)Cl)NC(=O)C2=CN=C(S2)NC3=CC(=NC(=N3)C)N4CCN(CC4)CCO. Cell line: SK-MEL-28. Synergy scores: CSS=8.16, Synergy_ZIP=1.68, Synergy_Bliss=3.12, Synergy_Loewe=-0.458, Synergy_HSA=0.844. (8) Drug 1: C1CC(=O)NC(=O)C1N2CC3=C(C2=O)C=CC=C3N. Drug 2: CC(C)NC(=O)C1=CC=C(C=C1)CNNC.Cl. Cell line: HCT-15. Synergy scores: CSS=6.37, Synergy_ZIP=-0.288, Synergy_Bliss=5.73, Synergy_Loewe=1.86, Synergy_HSA=2.05. (9) Drug 1: CC1=C(C=C(C=C1)NC2=NC=CC(=N2)N(C)C3=CC4=NN(C(=C4C=C3)C)C)S(=O)(=O)N.Cl. Drug 2: CC1=C2C(C(=O)C3(C(CC4C(C3C(C(C2(C)C)(CC1OC(=O)C(C(C5=CC=CC=C5)NC(=O)C6=CC=CC=C6)O)O)OC(=O)C7=CC=CC=C7)(CO4)OC(=O)C)O)C)OC(=O)C. Cell line: RXF 393. Synergy scores: CSS=48.4, Synergy_ZIP=5.13, Synergy_Bliss=6.30, Synergy_Loewe=-22.4, Synergy_HSA=8.42. (10) Drug 1: C1=CC(=CC=C1CC(C(=O)O)N)N(CCCl)CCCl.Cl. Drug 2: C(CC(=O)O)C(=O)CN.Cl. Cell line: KM12. Synergy scores: CSS=27.4, Synergy_ZIP=12.7, Synergy_Bliss=15.5, Synergy_Loewe=18.2, Synergy_HSA=18.2.